From a dataset of NCI-60 drug combinations with 297,098 pairs across 59 cell lines. Regression. Given two drug SMILES strings and cell line genomic features, predict the synergy score measuring deviation from expected non-interaction effect. Drug 1: C1CC(C1)(C(=O)O)C(=O)O.[NH2-].[NH2-].[Pt+2]. Drug 2: CCCCCOC(=O)NC1=NC(=O)N(C=C1F)C2C(C(C(O2)C)O)O. Cell line: HCT116. Synergy scores: CSS=7.62, Synergy_ZIP=-0.298, Synergy_Bliss=0.258, Synergy_Loewe=-4.66, Synergy_HSA=-2.91.